From a dataset of Forward reaction prediction with 1.9M reactions from USPTO patents (1976-2016). Predict the product of the given reaction. (1) Given the reactants [OH:1][C:2]1[CH:6]([C:7]2[CH:12]=[CH:11][CH:10]=[CH:9][CH:8]=2)[CH2:5][C:4](=[O:13])[CH:3]=1.[CH:14](=O)[C:15]1[CH:20]=[CH:19][CH:18]=[CH:17][CH:16]=1.[CH3:22][O:23][C:24]1[CH:25]=[C:26]2[C:30](=[CH:31][CH:32]=1)[NH:29][CH:28]=[C:27]2[CH2:33][CH2:34][NH:35][C:36](=[O:38])[CH3:37], predict the reaction product. The product is: [OH:1][C:2]1[CH:6]([C:7]2[CH:12]=[CH:11][CH:10]=[CH:9][CH:8]=2)[CH2:5][C:4](=[O:13])[C:3]=1[CH:14]([C:15]1[CH:20]=[CH:19][CH:18]=[CH:17][CH:16]=1)[C:28]1[NH:29][C:30]2[C:26]([C:27]=1[CH2:33][CH2:34][NH:35][C:36](=[O:38])[CH3:37])=[CH:25][C:24]([O:23][CH3:22])=[CH:32][CH:31]=2. (2) The product is: [C:32]([C:31]1[CH:30]=[CH:29][C:28]([C@H:16]2[CH2:17][NH:18][CH2:19][CH2:20][NH:15]2)=[CH:35][CH:34]=1)#[N:33]. Given the reactants ClC(OC(Cl)C)=O.C([N:15]1[CH2:20][CH2:19][N:18](CC2C=CC=CC=2)[CH2:17][C@@H:16]1[C:28]1[CH:35]=[CH:34][C:31]([C:32]#[N:33])=[CH:30][CH:29]=1)C1C=CC=CC=1, predict the reaction product.